This data is from Reaction yield outcomes from USPTO patents with 853,638 reactions. The task is: Predict the reaction yield, written as a fraction of the theoretical maximum amount of product (1.0 means a 100% yield; for example, 0.34 means a 34% yield). (1) The reactants are [CH2:1]([N:4]1[C:12]2[C:11](Cl)=[N:10][C:9](=[O:14])[N:8]([CH2:15][CH2:16][CH2:17][CH2:18][CH3:19])[C:7]=2[N:6]=[CH:5]1)[CH:2]=[CH2:3].[N-:20]=[N+:21]=[N-:22].[Na+]. The catalyst is C(O)C. The product is [CH2:1]([N:4]1[C:12]2[C:11]3=[N:20][N:21]=[N:22][N:10]3[C:9](=[O:14])[N:8]([CH2:15][CH2:16][CH2:17][CH2:18][CH3:19])[C:7]=2[N:6]=[CH:5]1)[CH:2]=[CH2:3]. The yield is 0.226. (2) The reactants are [NH3:1].C[O:3][C:4]([C@@H:6]1[CH2:10][CH2:9][C@H:8]([NH:11][C:12](=[O:18])[O:13][C:14]([CH3:17])([CH3:16])[CH3:15])[CH2:7]1)=O. The catalyst is CO. The product is [C:4]([C@@H:6]1[CH2:10][CH2:9][C@H:8]([NH:11][C:12](=[O:18])[O:13][C:14]([CH3:17])([CH3:16])[CH3:15])[CH2:7]1)(=[O:3])[NH2:1]. The yield is 0.855.